From a dataset of Forward reaction prediction with 1.9M reactions from USPTO patents (1976-2016). Predict the product of the given reaction. (1) Given the reactants ClC[C:3]1[CH:25]=[CH:24][C:6]([CH2:7][N:8]2[C:17]3[C:12](=[C:13]([CH:18]4[O:22][CH2:21][CH2:20][O:19]4)[CH:14]=[CH:15][CH:16]=3)[CH2:11][CH2:10][C:9]2=[O:23])=[CH:5][CH:4]=1.[C:26]1([SH:32])[CH:31]=[CH:30][CH:29]=[CH:28][CH:27]=1, predict the reaction product. The product is: [O:19]1[CH2:20][CH2:21][O:22][CH:18]1[C:13]1[CH:14]=[CH:15][CH:16]=[C:17]2[C:12]=1[CH2:11][CH2:10][C:9](=[O:23])[N:8]2[CH2:7][C:6]1[CH:24]=[CH:25][C:3]([S:32][C:26]2[CH:31]=[CH:30][CH:29]=[CH:28][CH:27]=2)=[CH:4][CH:5]=1. (2) Given the reactants C(=O)([O-])[O-].[K+].[K+].[NH:7]1[C:11]2=[N:12][CH:13]=[CH:14][CH:15]=[C:10]2[C:9]([C:16](=O)[C:17]#[C:18][CH2:19][CH3:20])=[CH:8]1.C(=O)(O)O.[NH2:26][C:27]([NH2:29])=[NH:28], predict the reaction product. The product is: [CH2:19]([C:18]1[CH:17]=[C:16]([C:9]2[C:10]3[C:11](=[N:12][CH:13]=[CH:14][CH:15]=3)[NH:7][CH:8]=2)[N:28]=[C:27]([NH2:29])[N:26]=1)[CH3:20]. (3) The product is: [Cl:18][C:19]1[CH:20]=[CH:21][C:22]([C:25]2[CH:29]=[C:28]([C:30]([N:9]3[CH2:8][C@H:7]([CH:1]4[CH2:2][CH2:3][CH2:4][CH2:5][CH2:6]4)[NH:12][C:11](=[O:13])[C@@H:10]3[CH2:14][CH:15]([CH3:17])[CH3:16])=[O:31])[O:27][N:26]=2)=[CH:23][CH:24]=1. Given the reactants [CH:1]1([C@@H:7]2[NH:12][C:11](=[O:13])[C@H:10]([CH2:14][CH:15]([CH3:17])[CH3:16])[NH:9][CH2:8]2)[CH2:6][CH2:5][CH2:4][CH2:3][CH2:2]1.[Cl:18][C:19]1[CH:24]=[CH:23][C:22]([C:25]2[CH:29]=[C:28]([C:30](O)=[O:31])[O:27][N:26]=2)=[CH:21][CH:20]=1.C([C@@H]1N(C([C@@H]2C[C@H]2C2C=CC=CC=2)=O)C[C@H](CC(C)C)NC1=O)C(C)C, predict the reaction product. (4) Given the reactants C([O:8][N:9]1[C:15](=[O:16])[N:14]2[CH2:17][C@H:10]1[CH2:11][CH2:12][C@H:13]2[C:18]([NH:20][CH:21]1[CH2:26][CH2:25][N:24]([C:27]([O:29][C:30]([CH3:33])([CH3:32])[CH3:31])=[O:28])[CH2:23][CH2:22]1)=[O:19])C1C=CC=CC=1, predict the reaction product. The product is: [OH:8][N:9]1[C:15](=[O:16])[N:14]2[CH2:17][C@H:10]1[CH2:11][CH2:12][C@H:13]2[C:18]([NH:20][CH:21]1[CH2:26][CH2:25][N:24]([C:27]([O:29][C:30]([CH3:33])([CH3:32])[CH3:31])=[O:28])[CH2:23][CH2:22]1)=[O:19]. (5) Given the reactants [C-:1]#[N:2].[K+].[Cl:4][C:5]1[CH:6]=[C:7]([CH:10]=[CH:11][CH:12]=1)[CH:8]=[O:9].C(O)(=O)C, predict the reaction product. The product is: [Cl:4][C:5]1[CH:6]=[C:7]([CH:8]([OH:9])[C:1]#[N:2])[CH:10]=[CH:11][CH:12]=1.